This data is from Full USPTO retrosynthesis dataset with 1.9M reactions from patents (1976-2016). The task is: Predict the reactants needed to synthesize the given product. (1) Given the product [N:60]1([C:39]2([C:42](=[C:50]3[CH2:55][C:54]([CH3:57])([CH3:56])[CH2:53][C:52]([CH3:59])([CH3:58])[CH2:51]3)[C:43]3[CH:48]=[CH:47][C:46]([OH:49])=[CH:45][CH:44]=3)[CH:40]=[CH:41][C:36]([C:8]3[CH:9]=[CH:10][CH:5]=[CH:6][CH:7]=3)=[CH:37][CH2:38]2)[CH2:65][CH2:64][O:63][CH2:62][CH2:61]1, predict the reactants needed to synthesize it. The reactants are: CS([C:5]1[CH:10]=[CH:9][C:8]([C:5]2[CH:10]=[CH:9][C:8](C(=C3CC(C)(C)CC(C)(C)C3)[C:5]3[CH:10]=[CH:9][C:8](O)=[CH:7][CH:6]=3)=[CH:7][CH:6]=2)=[CH:7][CH:6]=1)(=O)=O.Br[C:36]1[CH:41]=[CH:40][C:39]([C:42](=[C:50]2[CH2:55][C:54]([CH3:57])([CH3:56])[CH2:53][C:52]([CH3:59])([CH3:58])[CH2:51]2)[C:43]2[CH:48]=[CH:47][C:46]([OH:49])=[CH:45][CH:44]=2)=[CH:38][CH:37]=1.[N:60]1(C2C=CC(B(O)O)=CC=2)[CH2:65][CH2:64][O:63][CH2:62][CH2:61]1.C([O-])([O-])=O.[Na+].[Na+]. (2) The reactants are: [Al+3].[Cl-].[Cl-].[Cl-].[CH3:5][C:6]([N:23]1[CH2:28][CH2:27][O:26][CH2:25][CH2:24]1)([CH3:22])[C:7]([C:9]1[CH:14]=[CH:13][C:12]([O:15][C:16]2[CH:21]=[CH:20][CH:19]=[CH:18][CH:17]=2)=[CH:11][CH:10]=1)=[O:8].[Br:29][C:30]([CH3:35])([CH3:34])[C:31](Br)=[O:32]. Given the product [Br:29][C:30]([CH3:35])([CH3:34])[C:31]([C:19]1[CH:20]=[CH:21][C:16]([O:15][C:12]2[CH:13]=[CH:14][C:9]([C:7](=[O:8])[C:6]([CH3:5])([N:23]3[CH2:24][CH2:25][O:26][CH2:27][CH2:28]3)[CH3:22])=[CH:10][CH:11]=2)=[CH:17][CH:18]=1)=[O:32], predict the reactants needed to synthesize it. (3) Given the product [Cl:1][C:2]1[CH:7]=[C:6]([C:8]([F:11])([F:10])[F:9])[CH:5]=[CH:4][C:3]=1[C:12]1[CH:17]=[CH:16][N:15]=[C:14]([NH:36][CH:33]([CH:30]2[CH2:32][CH2:31]2)[CH2:34][CH3:35])[C:13]=1[N+:26]([O-:28])=[O:27], predict the reactants needed to synthesize it. The reactants are: [Cl:1][C:2]1[CH:7]=[C:6]([C:8]([F:11])([F:10])[F:9])[CH:5]=[CH:4][C:3]=1[C:12]1[CH:17]=[CH:16][N:15]=[C:14](OS(C(F)(F)F)(=O)=O)[C:13]=1[N+:26]([O-:28])=[O:27].Cl.[CH:30]1([CH:33]([NH2:36])[CH2:34][CH3:35])[CH2:32][CH2:31]1.